This data is from Catalyst prediction with 721,799 reactions and 888 catalyst types from USPTO. The task is: Predict which catalyst facilitates the given reaction. The catalyst class is: 41. Reactant: C(N(CC)CC)C.Cl.[NH2:9][C@@H:10]([CH3:28])[C:11]([NH:13][C:14]1[CH:19]=[CH:18][C:17]([F:20])=[CH:16][C:15]=1[NH:21][C:22]1[N:27]=[CH:26][CH:25]=[CH:24][N:23]=1)=[O:12].Cl[C:30]1[N:38]=[CH:37][N:36]=[C:35]2[C:31]=1[N:32]=[CH:33][N:34]2[CH:39]1[CH2:44][CH2:43][CH2:42][CH2:41][O:40]1.O. Product: [F:20][C:17]1[CH:18]=[CH:19][C:14]([NH:13][C:11](=[O:12])[C@@H:10]([NH:9][C:30]2[N:38]=[CH:37][N:36]=[C:35]3[C:31]=2[N:32]=[CH:33][N:34]3[CH:39]2[CH2:44][CH2:43][CH2:42][CH2:41][O:40]2)[CH3:28])=[C:15]([NH:21][C:22]2[N:23]=[CH:24][CH:25]=[CH:26][N:27]=2)[CH:16]=1.